From a dataset of Catalyst prediction with 721,799 reactions and 888 catalyst types from USPTO. Predict which catalyst facilitates the given reaction. (1) Reactant: [ClH:1].[CH2:2]([O:9][C:10](=[O:43])[NH:11][CH2:12][CH2:13][N:14]([C:18](=[O:42])[C@@H:19]([NH:34]C(OC(C)(C)C)=O)[CH2:20][CH2:21][CH2:22][NH:23][C:24]([O:26]CC1C=CC=CC=1)=[O:25])[CH2:15][CH2:16][OH:17])[C:3]1[CH:8]=[CH:7][CH:6]=[CH:5][CH:4]=1. Product: [ClH:1].[CH2:2]([N:23]([CH2:22][CH2:21][CH2:20][C@H:19]([NH2:34])[C:18]([N:14]([CH2:13][CH2:12][NH:11][C:10]([O:9][CH2:2][C:3]1[CH:4]=[CH:5][CH:6]=[CH:7][CH:8]=1)=[O:43])[CH2:15][CH2:16][OH:17])=[O:42])[C:24](=[O:25])[OH:26])[C:3]1[CH:8]=[CH:7][CH:6]=[CH:5][CH:4]=1. The catalyst class is: 12. (2) Reactant: [I:1][C:2]1[CH:7]=[CH:6][C:5]([CH2:8][C:9]#[N:10])=[CH:4][CH:3]=1.C[Si]([N-][Si](C)(C)C)(C)C.[Li+].Cl.Cl[CH2:23][C:24]1[CH:25]=[N:26][CH:27]=[CH:28][CH:29]=1.O. Product: [I:1][C:2]1[CH:7]=[CH:6][C:5]([CH:8]([CH2:23][C:24]2[CH:25]=[N:26][CH:27]=[CH:28][CH:29]=2)[C:9]#[N:10])=[CH:4][CH:3]=1. The catalyst class is: 54. (3) Reactant: [N+:1]([O-:4])(O)=[O:2].[O:5]1[C:9]2[CH:10]=[CH:11][C:12]([NH:14][C:15](=[O:17])[CH3:16])=[CH:13][C:8]=2[O:7][CH2:6]1. Product: [N+:1]([C:11]1[C:12]([NH:14][C:15](=[O:17])[CH3:16])=[CH:13][C:8]2[O:7][CH2:6][O:5][C:9]=2[CH:10]=1)([O-:4])=[O:2]. The catalyst class is: 52. (4) Reactant: [Cl:1][CH2:2][C:3]1[O:4][CH:5]=[C:6]([C:8]([OH:10])=O)[N:7]=1.[NH2:11][C@@H:12]([CH3:28])[CH2:13][N:14]1[CH:18]=[CH:17][C:16]([C:19]2[CH:26]=[CH:25][C:22]([C:23]#[N:24])=[C:21]([Cl:27])[CH:20]=2)=[N:15]1. Product: [Cl:27][C:21]1[CH:20]=[C:19]([C:16]2[CH:17]=[CH:18][N:14]([CH2:13][C@@H:12]([NH:11][C:8]([C:6]3[N:7]=[C:3]([CH2:2][Cl:1])[O:4][CH:5]=3)=[O:10])[CH3:28])[N:15]=2)[CH:26]=[CH:25][C:22]=1[C:23]#[N:24]. The catalyst class is: 2. (5) Product: [CH2:3]([O:10][C:11]1[CH:12]=[C:13]([C:23]2[CH:28]=[CH:27][CH:26]=[C:25]([CH2:29][N:30]([CH3:40])[C:31](=[O:39])[CH2:32][CH2:33][CH2:34][CH2:35][CH2:36][CH2:37][CH3:38])[CH:24]=2)[CH:14]=[CH:15][C:16]=1[CH:17]=[CH:18][C:19]([OH:21])=[O:20])[C:4]1[CH:5]=[CH:6][CH:7]=[CH:8][CH:9]=1. Reactant: [OH-].[Na+].[CH2:3]([O:10][C:11]1[CH:12]=[C:13]([C:23]2[CH:28]=[CH:27][CH:26]=[C:25]([CH2:29][N:30]([CH3:40])[C:31](=[O:39])[CH2:32][CH2:33][CH2:34][CH2:35][CH2:36][CH2:37][CH3:38])[CH:24]=2)[CH:14]=[CH:15][C:16]=1[CH:17]=[CH:18][C:19]([O:21]C)=[O:20])[C:4]1[CH:9]=[CH:8][CH:7]=[CH:6][CH:5]=1.O.C(O)(=O)C. The catalyst class is: 83. (6) Reactant: [CH3:1][C:2]1([C:5]2[CH:6]=[C:7]3[C:12](=[CH:13][CH:14]=2)[CH:11]=[C:10]([C:15]([O:17]C)=[O:16])[CH:9]=[CH:8]3)[CH2:4][CH2:3]1.[OH-].[Na+]. Product: [CH3:1][C:2]1([C:5]2[CH:6]=[C:7]3[C:12](=[CH:13][CH:14]=2)[CH:11]=[C:10]([C:15]([OH:17])=[O:16])[CH:9]=[CH:8]3)[CH2:4][CH2:3]1. The catalyst class is: 5.